This data is from Peptide-MHC class II binding affinity with 134,281 pairs from IEDB. The task is: Regression. Given a peptide amino acid sequence and an MHC pseudo amino acid sequence, predict their binding affinity value. This is MHC class II binding data. The peptide sequence is ALDVWALGLAIFEFV. The MHC is HLA-DPA10201-DPB11401 with pseudo-sequence HLA-DPA10201-DPB11401. The binding affinity (normalized) is 0.454.